From a dataset of Full USPTO retrosynthesis dataset with 1.9M reactions from patents (1976-2016). Predict the reactants needed to synthesize the given product. (1) Given the product [F:21][C:22]([F:31])([F:32])[C:23]1[CH:30]=[CH:29][C:26]([CH2:27][CH:15]2[CH2:16][CH2:17][NH:13][C:14]2=[O:18])=[CH:25][CH:24]=1, predict the reactants needed to synthesize it. The reactants are: C([Si](C)(C)O[C@@H]1CC[C@H]([N:13]2[CH2:17][CH2:16][CH2:15][C:14]2=[O:18])CC1)(C)(C)C.[F:21][C:22]([F:32])([F:31])[C:23]1[CH:30]=[CH:29][C:26]([CH2:27]Br)=[CH:25][CH:24]=1.[Li+].CC([N-]C(C)C)C. (2) Given the product [Cl:26][C:5]1[C:6]([C:8]2[C:16]3[C:11](=[CH:12][CH:13]=[CH:14][CH:15]=3)[N:10]([S:17]([C:20]3[CH:25]=[CH:24][CH:23]=[CH:22][CH:21]=3)(=[O:18])=[O:19])[CH:9]=2)=[N:7][C:2]([NH:27][C@@H:28]2[CH2:32][CH2:31][N:30]([C:33]([O:35][C:36]([CH3:39])([CH3:38])[CH3:37])=[O:34])[CH2:29]2)=[N:3][CH:4]=1, predict the reactants needed to synthesize it. The reactants are: Cl[C:2]1[N:7]=[C:6]([C:8]2[C:16]3[C:11](=[CH:12][CH:13]=[CH:14][CH:15]=3)[N:10]([S:17]([C:20]3[CH:25]=[CH:24][CH:23]=[CH:22][CH:21]=3)(=[O:19])=[O:18])[CH:9]=2)[C:5]([Cl:26])=[CH:4][N:3]=1.[NH2:27][C@@H:28]1[CH2:32][CH2:31][N:30]([C:33]([O:35][C:36]([CH3:39])([CH3:38])[CH3:37])=[O:34])[CH2:29]1.C(N(C(C)C)CC)(C)C.